Dataset: Tyrosyl-DNA phosphodiesterase HTS with 341,365 compounds. Task: Binary Classification. Given a drug SMILES string, predict its activity (active/inactive) in a high-throughput screening assay against a specified biological target. (1) The molecule is O1C(C(CN(C(CO)C)C(=O)c2c1c(NC(=O)CCCCCC(=O)Nc1c(N)cccc1)ccc2)C)CN(Cc1ccncc1)C. The result is 0 (inactive). (2) The molecule is S=C(N(CCCN(C)C)Cc1cc2c([nH]c1=O)cc(cc2C)C)NCc1ccccc1. The result is 0 (inactive). (3) The compound is s1c(CCN2CCC(NC(=O)c3ccccc3)(C2=O)Cc2ccccc2)ccc1. The result is 0 (inactive). (4) The compound is O(c1cc(C(NC(=O)Cc2ccccc2)CC(O)=O)ccc1OC)C. The result is 0 (inactive). (5) The drug is S(CCC(NC(=O)C(NC(=O)C(NC(=O)C(N)CO)Cc1ccc(O)cc1)CO)C(=O)NC(C(=O)NC(C(=O)NC(C(=O)NC(C(=O)NC(C(=O)NCC(=O)NC(C(=O)N1C(CCC1)C(=O)NC(C(C)C)C(=O)NCC(=O)NC(C(=O)NC(C(=O)NC(C(=O)NC(C(=O)N1C(CCC1)C(=O)NC(C(C)C)C(=O)NC(CCCCN)C(=O)NC(C(C)C)C(=O)NC(C(=O)N1C(CCC1)C(O)=O)Cc1ccc(O)cc1)CCCNC(N)=N)CCCNC(N)=N)CCCCN)CCCCN)CCCCN)Cc1c2c([nH]c1)cccc2)CCCNC(N)=N)Cc1ccccc1)Cc1[nH]cnc1)CCC(O)=O)C. The result is 0 (inactive). (6) The molecule is O=c1c2c3c(c4c1cccc4)c(NCCCOC)c(=O)[nH]c3ccc2. The result is 0 (inactive). (7) The molecule is S(=O)(=O)(N1CCC(CC1)C(=O)Nc1ncccc1O)c1cc2c(cc1)cccc2. The result is 0 (inactive). (8) The molecule is O=C(N1CCC(CC1)c1nc2n([nH]nc2c(=O)n1)Cc1cc(OC)c(OC)cc1)c1ccc(cc1)C. The result is 0 (inactive).